Regression. Given two drug SMILES strings and cell line genomic features, predict the synergy score measuring deviation from expected non-interaction effect. From a dataset of NCI-60 drug combinations with 297,098 pairs across 59 cell lines. (1) Drug 1: CC12CCC3C(C1CCC2=O)CC(=C)C4=CC(=O)C=CC34C. Drug 2: C1=CN(C(=O)N=C1N)C2C(C(C(O2)CO)O)O.Cl. Cell line: MALME-3M. Synergy scores: CSS=61.3, Synergy_ZIP=1.07, Synergy_Bliss=1.09, Synergy_Loewe=-2.63, Synergy_HSA=2.40. (2) Drug 2: CN(C(=O)NC(C=O)C(C(C(CO)O)O)O)N=O. Synergy scores: CSS=-3.63, Synergy_ZIP=3.63, Synergy_Bliss=4.59, Synergy_Loewe=0.311, Synergy_HSA=-0.451. Cell line: RXF 393. Drug 1: C1=CC=C(C(=C1)C(C2=CC=C(C=C2)Cl)C(Cl)Cl)Cl.